Dataset: Full USPTO retrosynthesis dataset with 1.9M reactions from patents (1976-2016). Task: Predict the reactants needed to synthesize the given product. (1) Given the product [F:16][C:17]1[C:26]2[C:21](=[CH:22][CH:23]=[CH:24][CH:25]=2)[C:20]([C:2]2[N:6]([CH3:7])[CH:5]=[N:4][C:3]=2[C:8]2[CH:13]=[C:12]([C:14]#[N:15])[CH:11]=[CH:10][N:9]=2)=[CH:19][CH:18]=1, predict the reactants needed to synthesize it. The reactants are: Br[C:2]1[N:6]([CH3:7])[CH:5]=[N:4][C:3]=1[C:8]1[CH:13]=[C:12]([C:14]#[N:15])[CH:11]=[CH:10][N:9]=1.[F:16][C:17]1[C:26]2[C:21](=[CH:22][CH:23]=[CH:24][CH:25]=2)[C:20](B(O)O)=[CH:19][CH:18]=1. (2) Given the product [CH3:42][N:40]([CH3:41])[C@H:37]1[CH2:36][CH2:35][C@H:34]([C:32]([NH:31][C:18]2[C:17]3[CH:43]=[C:13]([NH:11][CH3:9])[CH:14]=[CH:15][C:16]=3[O:20][C:19]=2[C:21]([NH:23][C:24]2[CH:29]=[CH:28][C:27]([Cl:30])=[CH:26][N:25]=2)=[O:22])=[O:33])[CH2:39][CH2:38]1, predict the reactants needed to synthesize it. The reactants are: C(O[C:9]([N:11]([C:13]1[CH:14]=[CH:15][C:16]2[O:20][C:19]([C:21]([NH:23][C:24]3[CH:29]=[CH:28][C:27]([Cl:30])=[CH:26][N:25]=3)=[O:22])=[C:18]([NH:31][C:32]([C@H:34]3[CH2:39][CH2:38][C@H:37]([N:40]([CH3:42])[CH3:41])[CH2:36][CH2:35]3)=[O:33])[C:17]=2[CH:43]=1)C)=O)C1C=CC=CC=1.Br.C(OCC)C. (3) Given the product [N:1]([CH2:4][CH2:5][CH2:6][C:7]1[CH:13]=[CH:12][C:10]([NH:11][C:20]([C:15]2[C:14]([C:23]3[CH:28]=[CH:27][CH:26]=[CH:25][CH:24]=3)=[CH:19][CH:18]=[CH:17][CH:16]=2)=[O:21])=[CH:9][CH:8]=1)=[N+:2]=[N-:3], predict the reactants needed to synthesize it. The reactants are: [N:1]([CH2:4][CH2:5][CH2:6][C:7]1[CH:13]=[CH:12][C:10]([NH2:11])=[CH:9][CH:8]=1)=[N+:2]=[N-:3].[C:14]1([C:23]2[CH:28]=[CH:27][CH:26]=[CH:25][CH:24]=2)[C:15]([C:20](O)=[O:21])=[CH:16][CH:17]=[CH:18][CH:19]=1. (4) Given the product [CH2:3]([O:2][PH:1](=[O:9])[O:19][CH2:14][C:15]1[CH:16]=[CH:17][CH:38]=[CH:37][CH:36]=1)[C:29]1[CH:30]=[CH:31][CH:32]=[CH:33][CH:34]=1, predict the reactants needed to synthesize it. The reactants are: [PH:1](=O)([O-:9])[O:2][C:3]1C=CC=CC=1.C(O[C:14](=[O:19])[CH:15](O)[CH2:16][CH3:17])C.[CH:29]1(N=C=N[CH:29]2[CH2:34][CH2:33][CH2:32][CH2:31][CH2:30]2)[CH2:34][CH2:33][CH2:32][CH2:31][CH2:30]1.N1C=C[CH:38]=[CH:37][CH:36]=1.